This data is from Full USPTO retrosynthesis dataset with 1.9M reactions from patents (1976-2016). The task is: Predict the reactants needed to synthesize the given product. (1) The reactants are: [Si:1]([O:8][CH:9]([C:32]1[CH:37]=[CH:36][C:35]([F:38])=[CH:34][CH:33]=1)[CH2:10][CH2:11][CH:12]1[CH:15]([C:16]2[CH:21]=[CH:20][C:19]([OH:22])=[CH:18][C:17]=2[OH:23])[N:14]([C:24]2[CH:29]=[CH:28][C:27]([F:30])=[CH:26][CH:25]=2)[C:13]1=[O:31])([C:4]([CH3:7])([CH3:6])[CH3:5])([CH3:3])[CH3:2].[H][H].[CH3:41][CH2:42][CH2:43][CH2:44][CH2:45][CH2:46][CH3:47].C(OCC)(=O)C. Given the product [CH2:41]([O:23][C:17]1[CH:18]=[C:19]([OH:22])[CH:20]=[CH:21][C:16]=1[CH:15]1[N:14]([C:24]2[CH:25]=[CH:26][C:27]([F:30])=[CH:28][CH:29]=2)[C:13](=[O:31])[CH:12]1[CH2:11][CH2:10][CH:9]([O:8][Si:1]([C:4]([CH3:7])([CH3:6])[CH3:5])([CH3:3])[CH3:2])[C:32]1[CH:33]=[CH:34][C:35]([F:38])=[CH:36][CH:37]=1)[C:42]1[CH:47]=[CH:46][CH:45]=[CH:44][CH:43]=1.[CH:20]1[CH:21]=[C:16]([C:15]2[CH:12]=[CH:11][CH:10]=[C:9]([OH:8])[CH:32]=2)[C:17]([OH:23])=[CH:18][CH:19]=1.[CH2:41]([O:22][C:19]1[CH:20]=[CH:21][C:16]([CH:15]2[N:14]([C:24]3[CH:25]=[CH:26][C:27]([F:30])=[CH:28][CH:29]=3)[C:13](=[O:31])[CH:12]2[CH2:11][CH2:10][CH:9]([O:8][Si:1]([C:4]([CH3:7])([CH3:6])[CH3:5])([CH3:3])[CH3:2])[C:32]2[CH:33]=[CH:34][C:35]([F:38])=[CH:36][CH:37]=2)=[C:17]([OH:23])[CH:18]=1)[C:42]1[CH:47]=[CH:46][CH:45]=[CH:44][CH:43]=1, predict the reactants needed to synthesize it. (2) Given the product [OH:27][C:10]1[C:11]([C:23]([NH:33][CH2:29][CH:30]([CH3:32])[CH3:31])=[O:24])=[C:12]([OH:22])[N:13]([C:16]2[CH:17]=[CH:18][CH:19]=[CH:20][CH:21]=2)[C:14](=[O:15])[C:9]=1[C:7]([NH:6][CH2:5][C:4]([OH:3])=[O:28])=[O:8], predict the reactants needed to synthesize it. The reactants are: C([O:3][C:4](=[O:28])[CH2:5][NH:6][C:7]([C:9]1[C:14](=[O:15])[N:13]([C:16]2[CH:21]=[CH:20][CH:19]=[CH:18][CH:17]=2)[C:12]([OH:22])=[C:11]([C:23](OC)=[O:24])[C:10]=1[OH:27])=[O:8])C.[CH2:29]([NH2:33])[CH:30]([CH3:32])[CH3:31].Cl. (3) The reactants are: [OH:1][CH2:2]/[CH:3]=[C:4](/[CH2:6][CH2:7]/[CH:8]=[C:9](/[CH2:11][CH2:12][CH:13]=[C:14]([CH3:16])[CH3:15])\[CH3:10])\[CH3:5].[OH2:17].N1[CH:23]=[CH:22]C=CC=1. Given the product [C:22]([O:1][CH2:2]/[CH:3]=[C:4](/[CH2:6][CH2:7]/[CH:8]=[C:9](/[CH2:11][CH2:12][CH:13]=[C:14]([CH3:16])[CH3:15])\[CH3:10])\[CH3:5])(=[O:17])[CH3:23], predict the reactants needed to synthesize it. (4) Given the product [ClH:22].[O:14]1[CH2:19][CH2:18][N:17]([CH2:20][CH2:21][O:1][C:2]2[CH:3]=[CH:4][C:5]([N+:10]([O-:12])=[O:11])=[C:6]([CH:9]=2)[CH:7]=[O:8])[CH2:16][CH2:15]1, predict the reactants needed to synthesize it. The reactants are: [OH:1][C:2]1[CH:3]=[CH:4][C:5]([N+:10]([O-:12])=[O:11])=[C:6]([CH:9]=1)[CH:7]=[O:8].Cl.[O:14]1[CH2:19][CH2:18][N:17]([CH2:20][CH2:21][Cl:22])[CH2:16][CH2:15]1.C(=O)([O-])[O-].[K+].[K+]. (5) Given the product [F:20][C:14]([F:21])([C:2]1[CH:7]=[CH:6][C:5]([O:8][CH2:9][CH2:10][O:11][CH3:12])=[CH:4][CH:3]=1)[C:15]([O:17][CH2:18][CH3:19])=[O:16], predict the reactants needed to synthesize it. The reactants are: I[C:2]1[CH:7]=[CH:6][C:5]([O:8][CH2:9][CH2:10][O:11][CH3:12])=[CH:4][CH:3]=1.Br[C:14]([F:21])([F:20])[C:15]([O:17][CH2:18][CH3:19])=[O:16].[Cl-].[NH4+]. (6) Given the product [CH3:16][C:9]1[CH:8]=[C:7]([C:25]2[CH:26]=[CH:27][C:22]([N+:19]([O-:21])=[O:20])=[CH:23][CH:24]=2)[CH:12]=[CH:11][C:10]=1[C:13](=[O:15])[CH3:14], predict the reactants needed to synthesize it. The reactants are: FC(F)(F)S(O[C:7]1[CH:12]=[CH:11][C:10]([C:13](=[O:15])[CH3:14])=[C:9]([CH3:16])[CH:8]=1)(=O)=O.[N+:19]([C:22]1[CH:27]=[CH:26][C:25](B(O)O)=[CH:24][CH:23]=1)([O-:21])=[O:20].C(=O)([O-])[O-].[Na+].[Na+].O1CCOCC1. (7) Given the product [CH2:1]([C:3]1[CH:4]=[N:5][C:6]([N:9]2[CH2:14][CH2:13][N:12]([C:23]3[N:24]=[CH:25][C:26]([C:46]4[CH:51]=[CH:50][C:49]([N:52]5[C:56](=[O:57])[N:55]([CH3:58])[N:54]=[CH:53]5)=[C:48]([F:59])[CH:47]=4)=[CH:27][N:28]=3)[C@@H:11]([CH3:15])[CH2:10]2)=[N:7][CH:8]=1)[CH3:2], predict the reactants needed to synthesize it. The reactants are: [CH2:1]([C:3]1[CH:4]=[N:5][C:6]([N:9]2[CH2:14][CH2:13][NH:12][C@@H:11]([CH3:15])[CH2:10]2)=[N:7][CH:8]=1)[CH3:2].C[C@@H]1N([C:23]2[N:28]=[CH:27][C:26](B3OC(C)(C)C(C)(C)O3)=[CH:25][N:24]=2)CCN(C(OC(C)(C)C)=O)C1.Br[C:46]1[CH:51]=[CH:50][C:49]([N:52]2[C:56](=[O:57])[N:55]([CH3:58])[N:54]=[CH:53]2)=[C:48]([F:59])[CH:47]=1. (8) Given the product [Cl:1][C:2]1[CH:7]=[CH:6][C:5]([S:8]([C:11]2([C:26]3[CH:31]=[C:30]([F:32])[CH:29]=[CH:28][C:27]=3[F:33])[CH2:16][CH2:15][CH:14]([NH:17][S:18]([N:21]3[CH2:24][CH:23]([N:36]([CH3:37])[CH3:35])[CH2:22]3)(=[O:20])=[O:19])[CH2:13][CH2:12]2)(=[O:10])=[O:9])=[CH:4][CH:3]=1, predict the reactants needed to synthesize it. The reactants are: [Cl:1][C:2]1[CH:7]=[CH:6][C:5]([S:8]([C:11]2([C:26]3[CH:31]=[C:30]([F:32])[CH:29]=[CH:28][C:27]=3[F:33])[CH2:16][CH2:15][CH:14]([NH:17][S:18]([N:21]3[CH2:24][C:23](=O)[CH2:22]3)(=[O:20])=[O:19])[CH2:13][CH2:12]2)(=[O:10])=[O:9])=[CH:4][CH:3]=1.Cl.[CH3:35][NH:36][CH3:37].C([BH3-])#N.[Na+].C([O-])(=O)C.[Na+]. (9) Given the product [F:24][C:3]([F:2])([F:25])[C:4]1[CH:5]=[CH:6][C:7]([C:10]2[C:11]3[CH2:18][CH2:17][CH:16]([O:19][CH2:20][C:21]([NH2:28])=[O:23])[C:12]=3[CH:13]=[N:14][CH:15]=2)=[CH:8][CH:9]=1, predict the reactants needed to synthesize it. The reactants are: Cl.[F:2][C:3]([F:25])([F:24])[C:4]1[CH:9]=[CH:8][C:7]([C:10]2[C:11]3[CH2:18][CH2:17][CH:16]([O:19][CH2:20][C:21]([OH:23])=O)[C:12]=3[CH:13]=[N:14][CH:15]=2)=[CH:6][CH:5]=1.C(N1C=CN=C1)([N:28]1C=CN=C1)=O.N.